From a dataset of CYP2D6 inhibition data for predicting drug metabolism from PubChem BioAssay. Regression/Classification. Given a drug SMILES string, predict its absorption, distribution, metabolism, or excretion properties. Task type varies by dataset: regression for continuous measurements (e.g., permeability, clearance, half-life) or binary classification for categorical outcomes (e.g., BBB penetration, CYP inhibition). Dataset: cyp2d6_veith. (1) The molecule is COc1ccc(-c2noc(N(C)CC(=O)Nc3cccc(C(F)(F)F)c3)n2)cc1. The result is 1 (inhibitor). (2) The compound is CC(=O)Nc1ccc(NC(=O)CSc2nnc(-c3ccccc3)n2Cc2ccc3c(c2)OCO3)cc1. The result is 1 (inhibitor). (3) The drug is Cc1ccccc1-c1cncnc1N1CCN(C)CC1. The result is 1 (inhibitor).